Dataset: Catalyst prediction with 721,799 reactions and 888 catalyst types from USPTO. Task: Predict which catalyst facilitates the given reaction. (1) Reactant: [F:1][C:2]1[C:15]2[NH:14][CH2:13][C:12]3[C:8]4=[C:9]([C:23](=[O:27])[N:24]([CH3:26])[CH:25]=[C:7]4[C:6]=2[CH:5]=[C:4]([F:28])[CH:3]=1)[N:10]([C:16]([O:18][C:19]([CH3:22])([CH3:21])[CH3:20])=[O:17])[CH:11]=3.[C:29](Cl)(=[O:33])[O:30][CH2:31][CH3:32].C(N(C(C)C)C(C)C)C. The catalyst class is: 44. Product: [F:1][C:2]1[C:15]2[N:14]([C:29]([O:30][CH2:31][CH3:32])=[O:33])[CH2:13][C:12]3[C:8]4=[C:9]([C:23](=[O:27])[N:24]([CH3:26])[CH:25]=[C:7]4[C:6]=2[CH:5]=[C:4]([F:28])[CH:3]=1)[N:10]([C:16]([O:18][C:19]([CH3:22])([CH3:21])[CH3:20])=[O:17])[CH:11]=3. (2) Reactant: [Br-:1].[Br-].[Br-].C1([N+](C)(C)C)C=CC=CC=1.C1([N+](C)(C)C)C=CC=CC=1.C1([N+](C)(C)C)C=CC=CC=1.[CH2:34]([O:36][C:37](=[O:47])[CH2:38][CH2:39][C:40](=[O:46])[C:41]1[S:42][CH:43]=[CH:44][N:45]=1)[CH3:35].C([O-])(O)=O.[Na+]. Product: [CH2:34]([O:36][C:37](=[O:47])[CH2:38][CH:39]([Br:1])[C:40](=[O:46])[C:41]1[S:42][CH:43]=[CH:44][N:45]=1)[CH3:35]. The catalyst class is: 2.